Dataset: Retrosynthesis with 50K atom-mapped reactions and 10 reaction types from USPTO. Task: Predict the reactants needed to synthesize the given product. (1) Given the product CCCc1nc(CC)c(Oc2cc(C)cc(C)n2)c(=O)n1Cc1ccc(-c2ccccc2C#N)cc1, predict the reactants needed to synthesize it. The reactants are: CCCc1nc(CC)c(Br)c(=O)n1Cc1ccc(-c2ccccc2C#N)cc1.Cc1cc(C)nc(O)c1. (2) Given the product COC(=O)COc1ncc(C(F)(F)F)cc1[N+](=O)[O-], predict the reactants needed to synthesize it. The reactants are: COC(=O)CO.O=[N+]([O-])c1cc(C(F)(F)F)cnc1Cl. (3) The reactants are: Cc1ccc(S(=O)(=O)n2cc(C(=O)c3cccc([N+](=O)[O-])c3)c3cc(-c4cccnc4)cnc32)cc1. Given the product Cc1ccc(S(=O)(=O)n2cc(C(=O)c3cccc(N)c3)c3cc(-c4cccnc4)cnc32)cc1, predict the reactants needed to synthesize it. (4) Given the product CC(C)c1onc(-c2c(Cl)cccc2Cl)c1COc1ccc2c(c1)CCN(c1cccc(C(=O)O)c1)C2=O, predict the reactants needed to synthesize it. The reactants are: COC(=O)c1cccc(N2CCc3cc(OCc4c(-c5c(Cl)cccc5Cl)noc4C(C)C)ccc3C2=O)c1. (5) Given the product C[C@H]1CC[C@H](NC(=O)c2cccc(Br)n2)CC1, predict the reactants needed to synthesize it. The reactants are: C[C@H]1CC[C@H](N)CC1.O=C(O)c1cccc(Br)n1.